This data is from Reaction yield outcomes from USPTO patents with 853,638 reactions. The task is: Predict the reaction yield, written as a fraction of the theoretical maximum amount of product (1.0 means a 100% yield; for example, 0.34 means a 34% yield). (1) The reactants are [CH3:1][N:2]1[CH2:7][CH2:6][N:5]([C:8]2[CH:13]=[CH:12][C:11]([NH2:14])=[CH:10][CH:9]=2)[CH2:4][CH2:3]1.[Cl:15][C:16]1[CH:17]=[C:18]([N:23]=[C:24]=[O:25])[CH:19]=[CH:20][C:21]=1[Cl:22]. The catalyst is CN(C=O)C.C(OCC)(=O)C.O. The product is [Cl:15][C:16]1[CH:17]=[C:18]([NH:23][C:24]([NH:14][C:11]2[CH:12]=[CH:13][C:8]([N:5]3[CH2:4][CH2:3][N:2]([CH3:1])[CH2:7][CH2:6]3)=[CH:9][CH:10]=2)=[O:25])[CH:19]=[CH:20][C:21]=1[Cl:22]. The yield is 0.820. (2) The reactants are [CH3:1][NH:2][CH3:3].[CH2:4]=O.[N+:6]([C:9]1[CH:17]=[C:16]2[C:12]([CH:13]=[CH:14][NH:15]2)=[CH:11][CH:10]=1)([O-:8])=[O:7].[OH-].[Na+]. The catalyst is C(O)(=O)C. The product is [CH3:1][N:2]([CH3:4])[CH2:3][C:13]1[C:12]2[C:16](=[CH:17][C:9]([N+:6]([O-:8])=[O:7])=[CH:10][CH:11]=2)[NH:15][CH:14]=1. The yield is 0.870. (3) The reactants are Cl[C:2]1[N:3]=[C:4]([N:13]2[CH2:18][CH2:17][O:16][CH2:15][CH2:14]2)[C:5]2[S:10][C:9]([CH2:11][NH2:12])=[CH:8][C:6]=2[N:7]=1.[CH3:19][O:20][C:21]1[CH:26]=[CH:25][C:24]([CH2:27][C:28](Cl)=[O:29])=[CH:23][CH:22]=1.CC1(C)C(C)(C)OB([C:39]2[CH:47]=[CH:46][CH:45]=[C:44]3[C:40]=2[CH:41]=[N:42][NH:43]3)O1. No catalyst specified. The product is [NH:43]1[C:44]2[C:40](=[C:39]([C:2]3[N:3]=[C:4]([N:13]4[CH2:18][CH2:17][O:16][CH2:15][CH2:14]4)[C:5]4[S:10][C:9]([CH2:11][NH:12][C:28](=[O:29])[CH2:27][C:24]5[CH:25]=[CH:26][C:21]([O:20][CH3:19])=[CH:22][CH:23]=5)=[CH:8][C:6]=4[N:7]=3)[CH:47]=[CH:46][CH:45]=2)[CH:41]=[N:42]1. The yield is 0.420. (4) The reactants are [F:1][C:2]1[CH:7]=[CH:6][C:5]([C@@H:8]([NH:10][C:11](=[O:34])[C:12]2[CH:17]=[CH:16][CH:15]=[N:14][C:13]=2[NH:18][CH2:19][C:20]2[S:21][C:22](B3OC(C)(C)C(C)(C)O3)=[CH:23][CH:24]=2)[CH3:9])=[CH:4][CH:3]=1.I[C:36]1[CH:37]=[CH:38][C:39]2[N:40]([N:42]=[CH:43][N:44]=2)[CH:41]=1.C([O-])([O-])=O.[K+].[K+].ClCCl. No catalyst specified. The product is [N:44]1[CH:43]=[N:42][N:40]2[CH:41]=[C:36]([C:22]3[S:21][C:20]([CH2:19][NH:18][C:13]4[N:14]=[CH:15][CH:16]=[CH:17][C:12]=4[C:11]([NH:10][C@H:8]([C:5]4[CH:4]=[CH:3][C:2]([F:1])=[CH:7][CH:6]=4)[CH3:9])=[O:34])=[CH:24][CH:23]=3)[CH:37]=[CH:38][C:39]=12. The yield is 0.194.